From a dataset of Catalyst prediction with 721,799 reactions and 888 catalyst types from USPTO. Predict which catalyst facilitates the given reaction. Reactant: [CH3:1][C:2]1([CH3:23])[CH2:18][N:6]2[C:7](=[O:17])[CH:8]=[C:9]([C:11]3[CH:16]=[CH:15][N:14]=[CH:13][N:12]=3)[N:10]=[C:5]2[N:4]([CH2:19][C:20](=[O:22])[CH3:21])[CH2:3]1.[CH2:24]1[O:32][C:31]2[C:26](=[CH:27][CH:28]=[C-:29][CH:30]=2)[O:25]1.[Mg+2].[Br-]. Product: [O:25]1[C:26]2[CH:27]=[CH:28][C:29]([C:20]([OH:22])([CH3:21])[CH2:19][N:4]3[C:5]4=[N:10][C:9]([C:11]5[CH:16]=[CH:15][N:14]=[CH:13][N:12]=5)=[CH:8][C:7](=[O:17])[N:6]4[CH2:18][C:2]([CH3:1])([CH3:23])[CH2:3]3)=[CH:30][C:31]=2[O:32][CH2:24]1. The catalyst class is: 7.